From a dataset of Full USPTO retrosynthesis dataset with 1.9M reactions from patents (1976-2016). Predict the reactants needed to synthesize the given product. (1) Given the product [CH3:21][O:22][C:23]1[CH:28]=[C:27]([N:29]2[CH2:35][CH2:34][CH2:33][N:32]([CH:36]3[CH2:37][CH2:38][N:39]([CH3:42])[CH2:40][CH2:41]3)[CH2:31][CH2:30]2)[CH:26]=[CH:25][C:24]=1[NH:43][C:4]1[N:9]=[CH:8][C:7]2=[CH:10][CH:11]=[C:12]([C:13]3[CH:18]=[CH:17][CH:16]=[CH:15][C:14]=3[O:19][CH3:20])[N:6]2[N:5]=1, predict the reactants needed to synthesize it. The reactants are: CS([C:4]1[N:9]=[CH:8][C:7]2=[CH:10][CH:11]=[C:12]([C:13]3[CH:18]=[CH:17][CH:16]=[CH:15][C:14]=3[O:19][CH3:20])[N:6]2[N:5]=1)=O.[CH3:21][O:22][C:23]1[CH:28]=[C:27]([N:29]2[CH2:35][CH2:34][CH2:33][N:32]([CH:36]3[CH2:41][CH2:40][N:39]([CH3:42])[CH2:38][CH2:37]3)[CH2:31][CH2:30]2)[CH:26]=[CH:25][C:24]=1[NH2:43].COC1C=C(C2CCN(C[C@H](OC3N=CC4=CC=C(C5C=CC=CC=5OC)N4N=3)C(F)(F)F)CC2)C=CC=1N. (2) The reactants are: [CH2:1]([O:4][C:5]1[C:13]([O:14][CH3:15])=[C:12]([N+:16]([O-:18])=[O:17])[CH:11]=[CH:10][C:6]=1[C:7]([OH:9])=[O:8])[CH:2]=[CH2:3].C([O-])([O-])=O.[K+].[K+].[CH2:25](I)[CH:26]=[CH2:27].CCOC(C)=O. Given the product [CH2:1]([O:4][C:5]1[C:13]([O:14][CH3:15])=[C:12]([N+:16]([O-:18])=[O:17])[CH:11]=[CH:10][C:6]=1[C:7]([O:9][CH2:27][CH:26]=[CH2:25])=[O:8])[CH:2]=[CH2:3], predict the reactants needed to synthesize it. (3) The reactants are: [C:1]1([S:7](Cl)(=[O:9])=[O:8])[CH:6]=[CH:5][CH:4]=[CH:3][CH:2]=1.[OH-].[Na+].[I:13][C:14]1[C:22]2[C:17](=[N:18][CH:19]=[C:20]([N:23]3[CH2:28][CH2:27][O:26][CH2:25][CH2:24]3)[CH:21]=2)[NH:16][CH:15]=1.C([O-])(O)=O.[Na+]. Given the product [C:1]1([S:7]([N:16]2[C:17]3=[N:18][CH:19]=[C:20]([N:23]4[CH2:24][CH2:25][O:26][CH2:27][CH2:28]4)[CH:21]=[C:22]3[C:14]([I:13])=[CH:15]2)(=[O:9])=[O:8])[CH:6]=[CH:5][CH:4]=[CH:3][CH:2]=1, predict the reactants needed to synthesize it.